Dataset: Forward reaction prediction with 1.9M reactions from USPTO patents (1976-2016). Task: Predict the product of the given reaction. (1) The product is: [O:1]1[CH:5]=[CH:4][CH:3]=[C:2]1[CH:6]=[N:22][CH2:23][CH2:24][C:25]([O:27][CH2:28][CH3:29])=[O:26]. Given the reactants [O:1]1[CH:5]=[CH:4][CH:3]=[C:2]1[CH:6]=O.S([O-])([O-])(=O)=O.[Mg+2].C(N(CC)CC)C.Cl.[NH2:22][CH2:23][CH2:24][C:25]([O:27][CH2:28][CH3:29])=[O:26], predict the reaction product. (2) Given the reactants C([N:4]1[C:12]2[C:7](=[CH:8][CH:9]=[CH:10][CH:11]=2)[C:6](=[C:13](Cl)[C:14]2[CH:19]=[CH:18][CH:17]=[CH:16][CH:15]=2)[C:5]1=[O:21])(=O)C.[NH2:22][C:23]1[CH:28]=[CH:27][CH:26]=[C:25]([CH3:29])[CH:24]=1.[OH-].[Na+], predict the reaction product. The product is: [CH3:29][C:25]1[CH:24]=[C:23]([NH:22]/[C:13](=[C:6]2\[C:5](=[O:21])[NH:4][C:12]3[C:7]\2=[CH:8][CH:9]=[CH:10][CH:11]=3)/[C:14]2[CH:15]=[CH:16][CH:17]=[CH:18][CH:19]=2)[CH:28]=[CH:27][CH:26]=1. (3) Given the reactants Br[C:2]1[CH:3]=[CH:4][C:5]2[C:6]3[CH2:22][N:21]([C:23]([O:25][C:26]([CH3:29])([CH3:28])[CH3:27])=[O:24])[CH2:20][CH2:19][C:7]=3[N:8]([CH2:11][O:12][CH2:13][CH2:14][Si](C)(C)C)[C:9]=2[CH:10]=1.[CH2:30]([O:37][C:38]1[CH:43]=[CH:42][NH:41][C:40](=[O:44])[CH:39]=1)[C:31]1[CH:36]=[CH:35][CH:34]=[CH:33][CH:32]=1.C([O-])([O-])=O.[K+].[K+], predict the reaction product. The product is: [CH2:30]([O:37][C:38]1[CH:43]=[CH:42][N:41]([C:2]2[CH:3]=[CH:4][C:5]3[C:6]4[CH2:22][N:21]([C:23]([O:25][C:26]([CH3:29])([CH3:28])[CH3:27])=[O:24])[CH2:20][CH2:19][C:7]=4[N:8]([CH2:11][O:12][CH2:13][CH3:14])[C:9]=3[CH:10]=2)[C:40](=[O:44])[CH:39]=1)[C:31]1[CH:32]=[CH:33][CH:34]=[CH:35][CH:36]=1. (4) Given the reactants Cl[C:2]1[N:7]=[C:6]([C:8]2[CH:13]=[CH:12][C:11]([N+:14]([O-:16])=[O:15])=[CH:10][CH:9]=2)[N:5]=[C:4]([N:17]2[C@@H:21]([CH2:22][OH:23])[CH2:20][CH2:19][C@H:18]2[CH2:24][OH:25])[N:3]=1.Cl.[CH:27]12[O:34][CH:31]([CH2:32][CH2:33]1)[CH2:30][NH:29][CH2:28]2.C(N(CC)CC)C, predict the reaction product. The product is: [CH:31]12[O:34][CH:27]([CH2:33][CH2:32]1)[CH2:28][N:29]([C:2]1[N:7]=[C:6]([C:8]3[CH:13]=[CH:12][C:11]([N+:14]([O-:16])=[O:15])=[CH:10][CH:9]=3)[N:5]=[C:4]([N:17]3[C@@H:21]([CH2:22][OH:23])[CH2:20][CH2:19][C@H:18]3[CH2:24][OH:25])[N:3]=1)[CH2:30]2. (5) Given the reactants [F:1][C:2]1[CH:3]=[C:4]([CH:7]=[CH:8][CH:9]=1)[CH2:5]Cl.[Cl:10][C:11]1[CH:12]=[C:13]([CH:35]=[CH:36][C:37]=1[OH:38])[NH:14][C:15]1[C:24]2[C:19](=[CH:20][C:21]([O:33][CH3:34])=[CH:22][C:23]=2[O:25][CH:26]2[CH2:31][CH2:30][N:29]([CH3:32])[CH2:28][CH2:27]2)[N:18]=[CH:17][N:16]=1.C(=O)([O-])[O-].[K+].[K+], predict the reaction product. The product is: [Cl:10][C:11]1[CH:12]=[C:13]([CH:35]=[CH:36][C:37]=1[O:38][CH2:5][C:4]1[CH:7]=[CH:8][CH:9]=[C:2]([F:1])[CH:3]=1)[NH:14][C:15]1[C:24]2[C:19](=[CH:20][C:21]([O:33][CH3:34])=[CH:22][C:23]=2[O:25][CH:26]2[CH2:27][CH2:28][N:29]([CH3:32])[CH2:30][CH2:31]2)[N:18]=[CH:17][N:16]=1. (6) Given the reactants [CH:1](=[N:10][NH:11][C:12]([NH2:14])=[S:13])[CH:2]=[CH:3][C:4]1[CH:9]=[CH:8][CH:7]=[CH:6][CH:5]=1.Br[CH2:16][C:17]([C:19]1[CH:24]=[CH:23][C:22]([OH:25])=[CH:21][C:20]=1[CH3:26])=O, predict the reaction product. The product is: [CH3:26][C:20]1[CH:21]=[C:22]([OH:25])[CH:23]=[CH:24][C:19]=1[C:17]1[N:14]=[C:12]([NH:11]/[N:10]=[CH:1]/[CH:2]=[CH:3]/[C:4]2[CH:9]=[CH:8][CH:7]=[CH:6][CH:5]=2)[S:13][CH:16]=1.